From a dataset of Forward reaction prediction with 1.9M reactions from USPTO patents (1976-2016). Predict the product of the given reaction. (1) The product is: [CH3:30][O:31][C:32]1[CH:33]=[C:34]([NH:40][C:41]([NH:1][C:2]2[CH:3]=[CH:4][C:5]([O:12][CH:13]([C:20]3[CH:21]=[CH:22][C:23]([C:26]([F:27])([F:28])[F:29])=[CH:24][CH:25]=3)[C:14]3[CH:19]=[CH:18][CH:17]=[CH:16][CH:15]=3)=[C:6]([CH:11]=2)[C:7]([O:9][CH3:10])=[O:8])=[O:42])[CH:35]=[CH:36][C:37]=1[O:38][CH3:39]. Given the reactants [NH2:1][C:2]1[CH:3]=[CH:4][C:5]([O:12][CH:13]([C:20]2[CH:25]=[CH:24][C:23]([C:26]([F:29])([F:28])[F:27])=[CH:22][CH:21]=2)[C:14]2[CH:19]=[CH:18][CH:17]=[CH:16][CH:15]=2)=[C:6]([CH:11]=1)[C:7]([O:9][CH3:10])=[O:8].[CH3:30][O:31][C:32]1[CH:33]=[C:34]([N:40]=[C:41]=[O:42])[CH:35]=[CH:36][C:37]=1[O:38][CH3:39], predict the reaction product. (2) Given the reactants [Cl:1][C:2]1[CH:3]=[C:4]([C:8]#[C:9][C:10]2[NH:11][O:12][CH:13]3[NH:17][CH2:16][CH2:15][C:14]=23)[CH:5]=[CH:6][CH:7]=1.C(N(CC)CC)C.[CH:25]1([C:30](Cl)=[O:31])[CH2:29][CH2:28][CH2:27][CH2:26]1.O, predict the reaction product. The product is: [Cl:1][C:2]1[CH:3]=[C:4]([C:8]#[C:9][C:10]2[CH:14]3[CH2:15][CH2:16][N:17]([C:30]([CH:25]4[CH2:29][CH2:28][CH2:27][CH2:26]4)=[O:31])[CH:13]3[O:12][N:11]=2)[CH:5]=[CH:6][CH:7]=1. (3) The product is: [Br:9][C:6]1[CH:7]=[C:2]([F:1])[C:3]2[N:4]([CH:18]=[C:19]([CH3:20])[N:8]=2)[CH:5]=1. Given the reactants [F:1][C:2]1[C:3]([NH2:8])=[N:4][CH:5]=[CH:6][CH:7]=1.[Br:9]N1C(=O)CCC1=O.Cl[CH2:18][C:19](=O)[CH3:20], predict the reaction product. (4) Given the reactants [N:1]([CH2:4][CH2:5][O:6][CH2:7][CH2:8][O:9][CH2:10][CH2:11][O:12][CH2:13][CH2:14][NH:15][S:16]([C:19]1[CH:41]=[CH:40][C:22]([O:23][C:24]2[C:29]([F:30])=[CH:28][C:27](/[CH:31]=[C:32](\[CH3:38])/[C:33]([O:35]CC)=O)=[CH:26][C:25]=2[F:39])=[CH:21][CH:20]=1)(=[O:18])=[O:17])=[N+:2]=[N-:3].[NH2:42][C:43]([NH2:45])=[NH:44].CO, predict the reaction product. The product is: [N:1]([CH2:4][CH2:5][O:6][CH2:7][CH2:8][O:9][CH2:10][CH2:11][O:12][CH2:13][CH2:14][NH:15][S:16]([C:19]1[CH:41]=[CH:40][C:22]([O:23][C:24]2[C:29]([F:30])=[CH:28][C:27](/[CH:31]=[C:32](\[CH3:38])/[C:33]([N:42]=[C:43]([NH2:45])[NH2:44])=[O:35])=[CH:26][C:25]=2[F:39])=[CH:21][CH:20]=1)(=[O:18])=[O:17])=[N+:2]=[N-:3]. (5) Given the reactants [Br:1][C:2]1[CH:3]=[CH:4][C:5]([NH:9][CH:10]2[CH2:15][CH2:14][O:13][CH2:12][CH2:11]2)=[C:6]([OH:8])[CH:7]=1.Br[CH2:17][CH2:18]Br.C(=O)([O-])[O-].[K+].[K+], predict the reaction product. The product is: [Br:1][C:2]1[CH:3]=[CH:4][C:5]2[N:9]([CH:10]3[CH2:15][CH2:14][O:13][CH2:12][CH2:11]3)[CH2:17][CH2:18][O:8][C:6]=2[CH:7]=1. (6) Given the reactants [F:1][C:2]1[CH:7]=[C:6]([I:8])[CH:5]=[CH:4][C:3]=1[NH:9][C:10]1[C:11]([C:15]([OH:17])=O)=[CH:12][S:13][CH:14]=1.Cl.CN(C)CCCN=C=NCC.Cl.[OH:31][CH2:32][C:33]1([OH:37])[CH2:36][NH:35][CH2:34]1, predict the reaction product. The product is: [F:1][C:2]1[CH:7]=[C:6]([I:8])[CH:5]=[CH:4][C:3]=1[NH:9][C:10]1[C:11]([C:15]([N:35]2[CH2:36][C:33]([CH2:32][OH:31])([OH:37])[CH2:34]2)=[O:17])=[CH:12][S:13][CH:14]=1. (7) Given the reactants [CH2:1]([N:8]1[CH2:13][CH2:12][C:11]([C:22]2[CH:27]=[CH:26][C:25](OS(C(F)(F)F)(=O)=O)=[CH:24][CH:23]=2)([C:14]2[CH:19]=[CH:18][CH:17]=[C:16]([O:20][CH3:21])[CH:15]=2)[CH2:10][CH2:9]1)[C:2]1[CH:7]=[CH:6][CH:5]=[CH:4][CH:3]=1.[S:36]1[CH:40]=[CH:39][CH:38]=[C:37]1B(O)O.C(=O)([O-])[O-].[Na+].[Na+], predict the reaction product. The product is: [CH2:1]([N:8]1[CH2:13][CH2:12][C:11]([C:14]2[CH:19]=[CH:18][CH:17]=[C:16]([O:20][CH3:21])[CH:15]=2)([C:22]2[CH:27]=[CH:26][C:25]([C:37]3[S:36][CH:40]=[CH:39][CH:38]=3)=[CH:24][CH:23]=2)[CH2:10][CH2:9]1)[C:2]1[CH:3]=[CH:4][CH:5]=[CH:6][CH:7]=1. (8) The product is: [ClH:1].[CH3:28][O:27][C:25]1[C:24]([O:29][CH3:30])=[CH:23][C:14]2[C@H:15]3[C@H:10]([CH2:11][CH2:12][C:13]=2[CH:26]=1)[NH:9][CH2:22][C:21]1[CH:20]=[CH:19][CH:18]=[CH:17][C:16]3=1. Given the reactants [ClH:1].C([N:9]1[CH2:22][C:21]2[CH:20]=[CH:19][CH:18]=[CH:17][C:16]=2[C@@H:15]2[C@@H:10]1[CH2:11][CH2:12][C:13]1[CH:26]=[C:25]([O:27][CH3:28])[C:24]([O:29][CH3:30])=[CH:23][C:14]=12)C1C=CC=CC=1.N, predict the reaction product. (9) Given the reactants [C:1]1([CH2:7][S:8]([C:11]2[CH:12]=[C:13]3[C:17](=[CH:18][CH:19]=2)[NH:16][C:15](=[O:20])[CH2:14]3)(=[O:10])=[O:9])[CH:6]=[CH:5][CH:4]=[CH:3][CH:2]=1.[C:21]1([S:27]([C:30]2[C:31]([CH2:38][CH2:39][C:40]([OH:42])=[O:41])=[C:32]([CH:36]=O)[NH:33][C:34]=2[CH3:35])(=[O:29])=[O:28])[CH:26]=[CH:25][CH:24]=[CH:23][CH:22]=1.CC(O/N=C(/C(NCC=O)=O)\C1N=C(N)SC=1)(C(O)=O)C.N1CCCCC1, predict the reaction product. The product is: [C:21]1([S:27]([C:30]2[C:31]([CH2:38][CH2:39][C:40]([OH:42])=[O:41])=[C:32](/[CH:36]=[C:14]3\[C:15](=[O:20])[NH:16][C:17]4[C:13]\3=[CH:12][C:11]([S:8]([CH2:7][C:1]3[CH:2]=[CH:3][CH:4]=[CH:5][CH:6]=3)(=[O:10])=[O:9])=[CH:19][CH:18]=4)[NH:33][C:34]=2[CH3:35])(=[O:28])=[O:29])[CH:22]=[CH:23][CH:24]=[CH:25][CH:26]=1.